Task: Predict which catalyst facilitates the given reaction.. Dataset: Catalyst prediction with 721,799 reactions and 888 catalyst types from USPTO Reactant: [C:1]([O:5][C:6](=[O:15])[CH2:7]/[N:8]=[CH:9]/[CH2:10][C:11]([CH3:14])([CH3:13])[CH3:12])([CH3:4])([CH3:3])[CH3:2].[Br:16][C:17]1[CH:18]=[C:19](/[CH:23]=[C:24](/[C:27]2[CH:32]=[CH:31][C:30]([Cl:33])=[CH:29][C:28]=2[F:34])\[C:25]#[N:26])[CH:20]=[CH:21][CH:22]=1.C(N(CC)CC)C. Product: [C:1]([O:5][C:6]([CH:7]1[CH:23]([C:19]2[CH:20]=[CH:21][CH:22]=[C:17]([Br:16])[CH:18]=2)[C:24]([C:27]2[CH:32]=[CH:31][C:30]([Cl:33])=[CH:29][C:28]=2[F:34])([C:25]#[N:26])[CH:9]([CH2:10][C:11]([CH3:14])([CH3:13])[CH3:12])[NH:8]1)=[O:15])([CH3:4])([CH3:3])[CH3:2]. The catalyst class is: 4.